The task is: Predict the product of the given reaction.. This data is from Forward reaction prediction with 1.9M reactions from USPTO patents (1976-2016). (1) Given the reactants IC.[F:3][C:4]1[CH:24]=[CH:23][CH:22]=[C:21]([F:25])[C:5]=1[O:6][C:7]1[CH:12]=[C:11]([NH:13][C:14]2[S:15][CH:16]=[C:17]([CH3:19])[N:18]=2)[N:10]=[CH:9][C:8]=1[OH:20].[C:26](=O)([O-])[O-].[K+].[K+], predict the reaction product. The product is: [F:3][C:4]1[CH:24]=[CH:23][CH:22]=[C:21]([F:25])[C:5]=1[O:6][C:7]1[C:8]([O:20][CH3:26])=[CH:9][N:10]=[C:11]([NH:13][C:14]2[S:15][CH:16]=[C:17]([CH3:19])[N:18]=2)[CH:12]=1. (2) Given the reactants [H-].[K+].[Cl:3][C:4]1[CH:5]=[C:6]([C:10]2([CH:17](C)[OH:18])[CH2:15][CH2:14][N:13]([CH3:16])[CH2:12][CH2:11]2)[CH:7]=[CH:8][CH:9]=1.[CH3:20]I.[K], predict the reaction product. The product is: [Cl:3][C:4]1[CH:5]=[C:6]([C:10]2([CH2:17][O:18][CH3:20])[CH2:15][CH2:14][N:13]([CH3:16])[CH2:12][CH2:11]2)[CH:7]=[CH:8][CH:9]=1.